Dataset: Full USPTO retrosynthesis dataset with 1.9M reactions from patents (1976-2016). Task: Predict the reactants needed to synthesize the given product. (1) Given the product [Br:10][C:11]1[CH:12]=[C:13]2[C:17](=[CH:18][CH:19]=1)[N:16]([C:8]([NH:7][C:1]1[CH:6]=[CH:5][CH:4]=[CH:3][CH:2]=1)=[O:9])[CH2:15][CH2:14]2, predict the reactants needed to synthesize it. The reactants are: [C:1]1([N:7]=[C:8]=[O:9])[CH:6]=[CH:5][CH:4]=[CH:3][CH:2]=1.[Br:10][C:11]1[CH:12]=[C:13]2[C:17](=[CH:18][CH:19]=1)[NH:16][CH2:15][CH2:14]2. (2) Given the product [Cl:36][C:21]1[C:22]([NH:24][C:25]2[CH:30]=[CH:29][CH:28]=[CH:27][C:26]=2[N:31]2[CH:35]=[CH:34][CH:33]=[N:32]2)=[N:23][C:18]([NH:14][C:11]2[CH:12]=[CH:13][C:8]3[CH2:7][N:6]([CH2:15][CH3:16])[CH2:5][CH2:4][N:3]([CH2:1][CH3:2])[C:9]=3[CH:10]=2)=[N:19][CH:20]=1, predict the reactants needed to synthesize it. The reactants are: [CH2:1]([N:3]1[C:9]2[CH:10]=[C:11]([NH2:14])[CH:12]=[CH:13][C:8]=2[CH2:7][N:6]([CH2:15][CH3:16])[CH2:5][CH2:4]1)[CH3:2].Cl[C:18]1[N:23]=[C:22]([NH:24][C:25]2[CH:30]=[CH:29][CH:28]=[CH:27][C:26]=2[N:31]2[CH:35]=[CH:34][CH:33]=[N:32]2)[C:21]([Cl:36])=[CH:20][N:19]=1. (3) Given the product [CH3:1][O:2][C:3](=[O:12])[CH2:4][C:5]1([CH2:8][CH2:9][CH2:10][N:13]=[N+:14]=[N-:15])[CH2:7][CH2:6]1, predict the reactants needed to synthesize it. The reactants are: [CH3:1][O:2][C:3](=[O:12])[CH2:4][C:5]1([CH2:8][CH2:9][CH2:10]Br)[CH2:7][CH2:6]1.[N-:13]=[N+:14]=[N-:15].[Na+]. (4) Given the product [Br:20][CH2:25]/[CH:24]=[C:23](\[CH3:22])/[CH2:27][CH2:28][CH2:29][CH2:30][CH2:31][CH2:32][CH2:33][CH2:34][CH3:35], predict the reactants needed to synthesize it. The reactants are: C1(P(C2C=CC=CC=2)C2C=CC=CC=2)C=CC=CC=1.[Br:20]Br.[CH3:22]/[C:23](/[CH2:27][CH2:28][CH2:29][CH2:30][CH2:31][CH2:32][CH2:33][CH2:34][CH3:35])=[CH:24]\[CH2:25]O. (5) Given the product [I:20][C:2]1[CH:10]=[C:9]([C:11]([O:13][CH3:14])=[O:12])[CH:8]=[C:7]2[C:3]=1[CH:4]=[CH:5][NH:6]2, predict the reactants needed to synthesize it. The reactants are: N[C:2]1[CH:10]=[C:9]([C:11]([O:13][CH3:14])=[O:12])[CH:8]=[C:7]2[C:3]=1[CH:4]=[CH:5][NH:6]2.Cl.N([O-])=O.[Na+].[I-:20].[Na+].